This data is from Forward reaction prediction with 1.9M reactions from USPTO patents (1976-2016). The task is: Predict the product of the given reaction. (1) Given the reactants C([N:8]1[CH2:12][CH2:11][C@:10]([NH:15][C:16](=[O:22])[O:17][C:18]([CH3:21])([CH3:20])[CH3:19])([CH2:13][OH:14])[CH2:9]1)C1C=CC=CC=1.C([O-])=O.[NH4+], predict the reaction product. The product is: [OH:14][CH2:13][C@@:10]1([NH:15][C:16](=[O:22])[O:17][C:18]([CH3:20])([CH3:19])[CH3:21])[CH2:11][CH2:12][NH:8][CH2:9]1. (2) Given the reactants [H-].[Na+].[CH:3]1([C:6](=[O:12])[CH2:7][C:8]([O:10][CH3:11])=[O:9])[CH2:5][CH2:4]1.[CH3:13]I, predict the reaction product. The product is: [CH:3]1([C:6](=[O:12])[CH:7]([CH3:13])[C:8]([O:10][CH3:11])=[O:9])[CH2:5][CH2:4]1. (3) Given the reactants Br[C:2]1[CH:7]=[CH:6][C:5]([C:8]([OH:17])([C:13]([F:16])([F:15])[F:14])[C:9]([F:12])([F:11])[F:10])=[CH:4][CH:3]=1.Cl.[CH2:19]([C@@H:21]1[NH:26][CH2:25][CH2:24][N:23]([C:27]([O:29][C:30]([CH3:33])([CH3:32])[CH3:31])=[O:28])[CH2:22]1)[CH3:20].CC(C)([O-])C.[Na+].C1(P(C2CCCCC2)C2C=CC=CC=2C2C(OC(C)C)=CC=CC=2OC(C)C)CCCCC1, predict the reaction product. The product is: [CH2:19]([C@@H:21]1[N:26]([C:2]2[CH:7]=[CH:6][C:5]([C:8]([OH:17])([C:13]([F:16])([F:15])[F:14])[C:9]([F:12])([F:11])[F:10])=[CH:4][CH:3]=2)[CH2:25][CH2:24][N:23]([C:27]([O:29][C:30]([CH3:31])([CH3:33])[CH3:32])=[O:28])[CH2:22]1)[CH3:20]. (4) Given the reactants [NH:1]1[CH2:6][CH2:5][O:4][CH2:3][CH2:2]1.[CH2:7]([N:14]1[CH2:19][CH2:18][C:17](=O)[CH2:16][CH2:15]1)[C:8]1[CH:13]=[CH:12][CH:11]=[CH:10][CH:9]=1.[C-:21]#[N:22].[K+].O, predict the reaction product. The product is: [CH2:7]([N:14]1[CH2:19][CH2:18][C:17]([C:21]#[N:22])([N:1]2[CH2:6][CH2:5][O:4][CH2:3][CH2:2]2)[CH2:16][CH2:15]1)[C:8]1[CH:13]=[CH:12][CH:11]=[CH:10][CH:9]=1. (5) Given the reactants [Cl:1][C:2]1[CH:3]=[C:4]([CH:24]=[CH:25][CH:26]=1)[C:5]([NH:7][C:8]1[CH:13]=[C:12]([Cl:14])[CH:11]=[CH:10][C:9]=1[N:15]1[CH2:20][CH2:19][CH:18]([CH2:21][CH2:22]O)[CH2:17][CH2:16]1)=[O:6].C1(P(C2C=CC=CC=2)C2C=CC=CC=2)C=CC=CC=1.C(Br)(Br)(Br)[Br:47], predict the reaction product. The product is: [Br:47][CH2:22][CH2:21][CH:18]1[CH2:19][CH2:20][N:15]([C:9]2[CH:10]=[CH:11][C:12]([Cl:14])=[CH:13][C:8]=2[NH:7][C:5](=[O:6])[C:4]2[CH:24]=[CH:25][CH:26]=[C:2]([Cl:1])[CH:3]=2)[CH2:16][CH2:17]1. (6) Given the reactants Br[C:2]1[C:3]([O:16][C:17]2[CH:22]=[CH:21][CH:20]=[CH:19][C:18]=2[F:23])=[C:4]2[C:9](=[CH:10][CH:11]=1)[N:8]([C:12](=[O:14])[CH3:13])[C@@H:7]([CH3:15])[CH2:6][CH2:5]2.O1CCOCC1.C(=O)([O-])[O-].[Cs+].[Cs+].CC1(C)C(C)(C)OB([C:44]2[CH:45]=[N:46][N:47]([CH:49]3[CH2:54][CH2:53][N:52]([C:55]([O:57][C:58]([CH3:61])([CH3:60])[CH3:59])=[O:56])[CH2:51][CH2:50]3)[CH:48]=2)O1, predict the reaction product. The product is: [C:12]([N:8]1[C:9]2[C:4](=[C:3]([O:16][C:17]3[CH:22]=[CH:21][CH:20]=[CH:19][C:18]=3[F:23])[C:2]([C:44]3[CH:45]=[N:46][N:47]([CH:49]4[CH2:50][CH2:51][N:52]([C:55]([O:57][C:58]([CH3:61])([CH3:60])[CH3:59])=[O:56])[CH2:53][CH2:54]4)[CH:48]=3)=[CH:11][CH:10]=2)[CH2:5][CH2:6][C@@H:7]1[CH3:15])(=[O:14])[CH3:13]. (7) Given the reactants [CH3:1][C:2]1[CH:3]=[C:4]([CH:8]=[C:9]([CH3:13])[C:10]=1[O:11][CH3:12])[C:5]([OH:7])=O.C(Cl)(=O)C(Cl)=O.[CH3:20][C:21]1[S:22][C:23]([CH2:27][C:28]2[CH:33]=[CH:32][CH:31]=[CH:30][CH:29]=2)=[CH:24][C:25]=1[CH3:26].[Sn](Cl)(Cl)(Cl)Cl, predict the reaction product. The product is: [CH2:27]([C:23]1[S:22][C:21]([CH3:20])=[C:25]([CH3:26])[C:24]=1[C:5]([C:4]1[CH:8]=[C:9]([CH3:13])[C:10]([O:11][CH3:12])=[C:2]([CH3:1])[CH:3]=1)=[O:7])[C:28]1[CH:29]=[CH:30][CH:31]=[CH:32][CH:33]=1.